Regression. Given two drug SMILES strings and cell line genomic features, predict the synergy score measuring deviation from expected non-interaction effect. From a dataset of NCI-60 drug combinations with 297,098 pairs across 59 cell lines. (1) Drug 1: C1=C(C(=O)NC(=O)N1)F. Drug 2: COCCOC1=C(C=C2C(=C1)C(=NC=N2)NC3=CC=CC(=C3)C#C)OCCOC. Cell line: OVCAR3. Synergy scores: CSS=57.9, Synergy_ZIP=-0.186, Synergy_Bliss=-0.232, Synergy_Loewe=9.28, Synergy_HSA=12.4. (2) Drug 1: C1CCC(C(C1)N)N.C(=O)(C(=O)[O-])[O-].[Pt+4]. Drug 2: CCC1(C2=C(COC1=O)C(=O)N3CC4=CC5=C(C=CC(=C5CN(C)C)O)N=C4C3=C2)O.Cl. Cell line: BT-549. Synergy scores: CSS=17.1, Synergy_ZIP=-5.54, Synergy_Bliss=-4.09, Synergy_Loewe=-6.28, Synergy_HSA=0.237.